From a dataset of Forward reaction prediction with 1.9M reactions from USPTO patents (1976-2016). Predict the product of the given reaction. Given the reactants [CH:1]([C:3]1[CH:8]=[CH:7][C:6](B(O)O)=[CH:5][CH:4]=1)=[O:2].Br[C:13]1[CH:18]=[C:17]([Br:19])[CH:16]=[CH:15][N:14]=1, predict the reaction product. The product is: [Br:19][C:17]1[CH:16]=[CH:15][N:14]=[C:13]([C:6]2[CH:7]=[CH:8][C:3]([CH:1]=[O:2])=[CH:4][CH:5]=2)[CH:18]=1.